This data is from Catalyst prediction with 721,799 reactions and 888 catalyst types from USPTO. The task is: Predict which catalyst facilitates the given reaction. (1) Reactant: [Li]C(CC)C.C1CCCCC1.C(=O)=O.CC(C)=O.CN(CCN(C)C)C.[CH2:27]([NH:29][C:30](=[O:38])[C:31]1[CH:36]=[CH:35][CH:34]=[CH:33][C:32]=1[Cl:37])[CH3:28].[CH2:39]([Si:42]([CH3:45])([CH3:44])Cl)[CH:40]=[CH2:41]. Product: [Cl:37][C:32]1[CH:33]=[CH:34][CH:35]=[C:36]([Si:42]([CH3:45])([CH3:44])[CH2:39][CH:40]=[CH2:41])[C:31]=1[C:30]([NH:29][CH2:27][CH3:28])=[O:38]. The catalyst class is: 1. (2) Reactant: [N+:1]([C:4]1[CH:5]=[C:6]2[CH2:12][C@:11]3([CH:17]4[CH2:18][CH2:19][N:14]([CH2:15][CH2:16]4)[CH2:13]3)[O:10][C:7]2=[N:8][CH:9]=1)([O-])=O.[H][H]. Product: [NH2:1][C:4]1[CH:5]=[C:6]2[CH2:12][C@:11]3([CH:17]4[CH2:16][CH2:15][N:14]([CH2:19][CH2:18]4)[CH2:13]3)[O:10][C:7]2=[N:8][CH:9]=1. The catalyst class is: 43. (3) Reactant: [Br:1][C:2]1[CH:35]=[C:34]([F:36])[C:5]([NH:6][C:7]2[C:16]3[C:11](=[CH:12][C:13]([O:19][CH2:20][CH:21]4[CH2:26][CH2:25][N:24](C(OC(C)(C)C)=O)[CH2:23][CH2:22]4)=[C:14]([O:17][CH3:18])[CH:15]=3)[N:10]=[CH:9][N:8]=2)=[C:4]([F:37])[CH:3]=1.C(O)(C(F)(F)F)=O. Product: [Br:1][C:2]1[CH:35]=[C:34]([F:36])[C:5]([NH:6][C:7]2[C:16]3[C:11](=[CH:12][C:13]([O:19][CH2:20][CH:21]4[CH2:26][CH2:25][NH:24][CH2:23][CH2:22]4)=[C:14]([O:17][CH3:18])[CH:15]=3)[N:10]=[CH:9][N:8]=2)=[C:4]([F:37])[CH:3]=1. The catalyst class is: 2. (4) Reactant: N(C(OC(C)(C)C)=O)=NC(OC(C)(C)C)=O.[CH2:17]([O:24][C:25]1[CH:34]=[C:33]2[C:28]([C:29](=[O:43])[N:30](COC(=O)C(C)(C)C)[CH:31]=[N:32]2)=[C:27]([OH:44])[CH:26]=1)[C:18]1[CH:23]=[CH:22][CH:21]=[CH:20][CH:19]=1.O[CH:46]1[CH2:51][CH2:50][O:49][CH2:48][CH2:47]1. Product: [CH2:17]([O:24][C:25]1[CH:34]=[C:33]2[C:28]([C:29](=[O:43])[NH:30][CH:31]=[N:32]2)=[C:27]([O:44][CH:46]2[CH2:51][CH2:50][O:49][CH2:48][CH2:47]2)[CH:26]=1)[C:18]1[CH:19]=[CH:20][CH:21]=[CH:22][CH:23]=1. The catalyst class is: 2.